This data is from Forward reaction prediction with 1.9M reactions from USPTO patents (1976-2016). The task is: Predict the product of the given reaction. (1) Given the reactants [NH:1]([C:5]1[CH:13]=[CH:12][C:8]([C:9]([OH:11])=[O:10])=[CH:7][N:6]=1)[C:2]([NH2:4])=[S:3].Br[CH:15]([CH:18]=O)[CH:16]=[O:17].C([O-])(=O)C.[Na+], predict the reaction product. The product is: [CH:16]([C:15]1[S:3][C:2]([NH:1][C:5]2[CH:13]=[CH:12][C:8]([C:9]([OH:11])=[O:10])=[CH:7][N:6]=2)=[N:4][CH:18]=1)=[O:17]. (2) Given the reactants [OH:1][C:2]1[CH:11]=[C:10]2[C:5]([CH:6]=[CH:7][CH:8]=[C:9]2[NH:12][C:13](=[O:38])/[CH:14]=[CH:15]/[CH:16]=[C:17]([C:28]2[CH:33]=[CH:32][C:31]([C:34]([F:37])([F:36])[F:35])=[CH:30][CH:29]=2)[C:18]2[CH:23]=[CH:22][C:21]([C:24]([F:27])([F:26])[F:25])=[CH:20][CH:19]=2)=[CH:4][CH:3]=1.[S:39](Cl)(=[O:42])(=[O:41])[NH2:40].O, predict the reaction product. The product is: [S:39]([O:1][C:2]1[CH:11]=[C:10]2[C:5]([CH:6]=[CH:7][CH:8]=[C:9]2[NH:12][C:13](=[O:38])/[CH:14]=[CH:15]/[CH:16]=[C:17]([C:18]2[CH:19]=[CH:20][C:21]([C:24]([F:25])([F:26])[F:27])=[CH:22][CH:23]=2)[C:28]2[CH:29]=[CH:30][C:31]([C:34]([F:35])([F:36])[F:37])=[CH:32][CH:33]=2)=[CH:4][CH:3]=1)(=[O:42])(=[O:41])[NH2:40]. (3) Given the reactants [Cl:1][C:2]1[CH:7]=[C:6]([Cl:8])[CH:5]=[CH:4][C:3]=1[CH:9]([OH:34])[C:10]1[N:14]([CH2:15][CH2:16][NH:17][C:18](=[O:24])[O:19][C:20]([CH3:23])([CH3:22])[CH3:21])[C:13]2[C:25]([N:29]([CH2:32][CH3:33])[CH2:30][CH3:31])=[CH:26][CH:27]=[CH:28][C:12]=2[N:11]=1, predict the reaction product. The product is: [Cl:1][C:2]1[CH:7]=[C:6]([Cl:8])[CH:5]=[CH:4][C:3]=1[C:9]([C:10]1[N:14]([CH2:15][CH2:16][NH:17][C:18](=[O:24])[O:19][C:20]([CH3:23])([CH3:22])[CH3:21])[C:13]2[C:25]([N:29]([CH2:32][CH3:33])[CH2:30][CH3:31])=[CH:26][CH:27]=[CH:28][C:12]=2[N:11]=1)=[O:34]. (4) Given the reactants N([C:3]1[C:8]([Cl:9])=[CH:7][CH:6]=[C:5]([C:10]([F:13])([F:12])[F:11])[N:4]=1)N.[OH-].[Na+].Cl[O-].[Na+], predict the reaction product. The product is: [Cl:9][C:8]1[CH:3]=[N:4][C:5]([C:10]([F:12])([F:11])[F:13])=[CH:6][CH:7]=1. (5) Given the reactants [CH:1]1([O:4][C:5]2[CH:6]=[C:7]([C:15]3[N:32](COCC[Si](C)(C)C)[C:18]4[CH:19]=[N:20][N:21]([CH2:24][O:25][CH2:26][CH2:27][Si:28]([CH3:31])([CH3:30])[CH3:29])[C:22](=[O:23])[C:17]=4[C:16]=3[CH2:41][CH2:42][CH2:43][CH2:44][CH3:45])[CH:8]=[CH:9][C:10]=2[O:11][CH:12]([F:14])[F:13])[CH2:3][CH2:2]1.C1(OC2C=C(C3N(COCC[Si](C)(C)C)C4C=NN(COCC[Si](C)(C)C)C(=O)C=4C=3C)C=CC=2OC(F)F)CC1, predict the reaction product. The product is: [CH:1]1([O:4][C:5]2[CH:6]=[C:7]([C:15]3[NH:32][C:18]4[CH:19]=[N:20][N:21]([CH2:24][O:25][CH2:26][CH2:27][Si:28]([CH3:30])([CH3:29])[CH3:31])[C:22](=[O:23])[C:17]=4[C:16]=3[CH2:41][CH2:42][CH2:43][CH2:44][CH3:45])[CH:8]=[CH:9][C:10]=2[O:11][CH:12]([F:14])[F:13])[CH2:3][CH2:2]1. (6) Given the reactants [CH2:1]([O:8][C:9]1[CH:22]=[CH:21][C:12]([CH2:13][N:14]2[CH2:19][CH2:18][CH:17]([OH:20])[CH2:16][CH2:15]2)=[CH:11][CH:10]=1)[C:2]1[CH:7]=[CH:6][CH:5]=[CH:4][CH:3]=1.[H-].[Na+].Cl[C:26]1[C:35]2[C:30](=[C:31]([F:36])[CH:32]=[CH:33][CH:34]=2)[N:29]=[C:28]([CH3:37])[CH:27]=1, predict the reaction product. The product is: [CH2:1]([O:8][C:9]1[CH:22]=[CH:21][C:12]([CH2:13][N:14]2[CH2:15][CH2:16][CH:17]([O:20][C:26]3[C:35]4[C:30](=[C:31]([F:36])[CH:32]=[CH:33][CH:34]=4)[N:29]=[C:28]([CH3:37])[CH:27]=3)[CH2:18][CH2:19]2)=[CH:11][CH:10]=1)[C:2]1[CH:3]=[CH:4][CH:5]=[CH:6][CH:7]=1. (7) Given the reactants I[C:2]1[C:3]([CH3:12])=[N:4][N:5]([CH3:11])[C:6]=1[C:7]([F:10])([F:9])[F:8].C([Li])CCC.[OH2:18].[O:19]1[CH2:23]CCC1, predict the reaction product. The product is: [CH3:11][N:5]1[C:6]([C:7]([F:10])([F:9])[F:8])=[C:2]([C:23]([OH:19])=[O:18])[C:3]([CH3:12])=[N:4]1. (8) Given the reactants [F:1][C:2]([F:32])([F:31])[C:3]1[CH:4]=[C:5]([CH:28]=[CH:29][CH:30]=1)[O:6][C:7]1[CH:8]=[C:9]([C:13]2[S:17][C:16]([NH:18][C:19]3[CH:20]=[C:21]([CH:25]=[CH:26][CH:27]=3)[C:22](O)=[O:23])=[N:15][N:14]=2)[CH:10]=[CH:11][CH:12]=1.[NH:33]1[CH2:43][CH2:42][CH:36]([C:37]([O:39][CH2:40][CH3:41])=[O:38])[CH2:35][CH2:34]1.CCN=C=NCCCN(C)C.Cl.C1C=CC2N(O)N=NC=2C=1.CCN(C(C)C)C(C)C, predict the reaction product. The product is: [F:31][C:2]([F:1])([F:32])[C:3]1[CH:4]=[C:5]([CH:28]=[CH:29][CH:30]=1)[O:6][C:7]1[CH:8]=[C:9]([C:13]2[S:17][C:16]([NH:18][C:19]3[CH:20]=[C:21]([C:22]([N:33]4[CH2:34][CH2:35][CH:36]([C:37]([O:39][CH2:40][CH3:41])=[O:38])[CH2:42][CH2:43]4)=[O:23])[CH:25]=[CH:26][CH:27]=3)=[N:15][N:14]=2)[CH:10]=[CH:11][CH:12]=1. (9) Given the reactants ClCCCC.Cl[C:7]([C:10]1[CH:15]=[CH:14][C:13](C(Cl)(C)C)=[CH:12][CH:11]=1)(C)[CH3:8].[CH3:20][C:21](=[CH2:23])[CH3:22].[CH2:24]=[CH:25][C:26]1[CH:31]=[CH:30][CH:29]=[CH:28][CH:27]=1, predict the reaction product. The product is: [CH2:8]=[CH:7][C:10]1[CH:15]=[CH:14][CH:13]=[CH:12][CH:11]=1.[CH3:22][C:21](=[CH2:20])[CH3:23].[CH2:24]=[CH:25][C:26]1[CH:31]=[CH:30][CH:29]=[CH:28][CH:27]=1.